Dataset: Experimentally validated miRNA-target interactions with 360,000+ pairs, plus equal number of negative samples. Task: Binary Classification. Given a miRNA mature sequence and a target amino acid sequence, predict their likelihood of interaction. (1) The miRNA is hsa-miR-26a-1-3p with sequence CCUAUUCUUGGUUACUUGCACG. The protein sequence of the target gene is MVNEYKRIVLLRGLECINKHYFSLFKSLLARDLNLERDNQEQYTTIQIANMMEEKFPADSGLGKLIAFCEEVPALRKRAEILKKERSEVTGETSLEKNGQEAGPATPTSTTSHMLASERGETSATQEETSTAQAGTSTAQARTSTAQAGTSTAQKRKIMREEETGVKKSKAAKEPDQPPCCEEPTARCQSPILHSSSSASSNIPSAKNQKSQPQNQNIPRGAVLHSEPLTVMVLTATDPFEYESPEHEVKNMLHATVATVSQYFHVKVFNINLKEKFTKKNFIIISNYFESKGILEINET.... Result: 0 (no interaction). (2) The miRNA is hsa-miR-124-3p with sequence UAAGGCACGCGGUGAAUGCCAA. The protein sequence of the target gene is MDRVYEIPEEPNVDPVSSLEEDVIRGANPRFTFPFSILFSTFLYCGEAASALYMVRIYRKNSETYWMTYTFSFFMFSSIMVQLTLIFVHRDLAKDKPLSLFMHLILLGPVIRCLEAMIKYLTLWKKEEQEEPYVSLTRKKMLIDGEEVLIEWEVGHSIRTLAMHRNAYKRMSQIQAFLGSVPQLTYQLYVSLISAEVPLGRVVLMVFSLVSVTYGATLCNMLAIQIKYDDYKIRLGPLEVLCITIWRTLEITSRLLILVLFSATLKLKAVPFLVLNFLIILFEPWIKFWRSGAQMPNNIE.... Result: 1 (interaction). (3) The miRNA is hsa-miR-6507-5p with sequence GAAGAAUAGGAGGGACUUUGU. The protein sequence of the target gene is MSAQAQMRAMLDQLMGTSRDGDTTRQRIKFSDDRVCKSHLLNCCPHDVLSGTRMDLGECLKVHDLALRADYEIASKEQDFFFELDAMDHLQSFIADCDRRTEVAKKRLAETQEEISAEVAAKAERVHELNEEIGKLLAKVEQLGAEGNVEESQKVMDEVEKARAKKREAEEVYRNSMPASSFQQQKLRVCEVCSAYLGLHDNDRRLADHFGGKLHLGFIEIREKLEELKRVVAEKQEKRNQERLKRREEREREEREKLRRSRSHSKNPKRSRSREHRRHRSRSMSRERKRRTRSKSREKR.... Result: 1 (interaction). (4) Result: 0 (no interaction). The protein sequence of the target gene is MGSQVSVESGALHVVIVGGGFGGIAAASQLQALNVPFMLVDMKDSFHHNVAALRASVETGFAKKTFISYSVTFKDNFRQGLVVGIDLKNQMVLLQGGEALPFSHLILATGSTGPFPGKFNEVSSQQAAIQAYEDMVRQVQRSRFIVVVGGGSAGVEMAAEIKTEYPEKEVTLIHSQVALADKELLPSVRQEVKEILLRKGVQLLLSERVSNLEELPLNEYREYIKVQTDKGTEVATNLVILCTGIKINSSAYRKAFESRLASSGALRVNEHLQVEGHSNVYAIGDCADVRTPKMAYLAGL.... The miRNA is rno-miR-21-5p with sequence UAGCUUAUCAGACUGAUGUUGA. (5) The miRNA is hsa-miR-5705 with sequence UGUUUCGGGGCUCAUGGCCUGUG. The protein sequence of the target gene is MAQRGGARRPRGDRERLGSRLRALRPGREPRQSEPPAQRGPPPSGRPPARSTASGHDRPTRGAAAGARRPRMKKKTRRRSTRSEELTRSEELTLSEEATWSEEATQSEEATQGEEMNRSQEVTRDEESTRSEEVTREEMAAAGLTVTVTHSNEKHDLHVTSQQGSSEPVVQDLAQVVEEVIGVPQSFQKLIFKGKSLKEMETPLSALGIQDGCRVMLIGKKNSPQEEVELKKLKHLEKSVEKIADQLEELNKELTGIQQGFLPKDLQAEALCKLDRRVKATIEQFMKILEEIDTLILPEN.... Result: 0 (no interaction). (6) The miRNA is hsa-miR-2115-3p with sequence CAUCAGAAUUCAUGGAGGCUAG. The protein sequence of the target gene is MEAHLADMESSGGPTSSLAGTSRNTHVEDDDVVFIESVQPPICAPAIPNERNFVFASSKHENPPGTDSTISPSWRDLTSQKGNLCETIVIDDEGDTDTNGGEEKNPTDFIEWGPNGNKSSTKNVDFPIASLSRSKTKTAVGPFNPGRIDVTDAFQNGRFAVHHNPDSWISQSASFPRNQKQQGVDSLSPVASLPKQIFQPSNQQPTKPVKVTCANCKKPLQKGQTAYQRKGSAHLFCSTTCLSSFSHKRTRKTRNVMCKKDSPVRTTTIVPPVESSKSLQGFYNASLSPYENCQSLRKEV.... Result: 0 (no interaction). (7) The miRNA is mmu-miR-7648-5p with sequence CCGCGUUCCGGGCUCGGCGC. The protein sequence of the target gene is MEREPGAAGVRRALGRRLEAVLASRSEANAVFDILAVLQSEDQEEIQEAVRTCSRLFGALLERGELFVGQLPSEEMVMTGSQGATRKYKVWMRHRYHSCCNRLGELLGHPSFQVKELALSALLKFVQLEGAHPLEKSKWEGNYLFPRELFKLVVGGLLSPEEDQSLLLSQFREYLDYDDTRYHTMQAAVDAVARVTGQHPEVPPAFWNNAFTLLSAVSLPRREPTVSSFYVKRAELWDTWKVAHLKEHRRVFQAMWLSFLKHKLPLSLYKKVLLIVHDAILPQLAQPTLMIDFLTRACDL.... Result: 0 (no interaction).